Dataset: Forward reaction prediction with 1.9M reactions from USPTO patents (1976-2016). Task: Predict the product of the given reaction. (1) Given the reactants [N+:1]([C:4]1[CH:9]=[CH:8][C:7]([CH2:10][CH2:11][N:12]2[CH:16]=[CH:15][CH:14]=[N:13]2)=[CH:6][CH:5]=1)([O-])=O, predict the reaction product. The product is: [NH2:1][C:4]1[CH:9]=[CH:8][C:7]([CH2:10][CH2:11][N:12]2[CH:16]=[CH:15][CH:14]=[N:13]2)=[CH:6][CH:5]=1. (2) Given the reactants [CH:1]1([CH:4]([C:11]2[CH:16]=[CH:15][N:14]=[C:13]([O:17][CH2:18][C:19]3[CH:20]=[N:21][C:22]([C:30]4[CH:35]=[C:34]([O:36][CH3:37])[CH:33]=[CH:32][C:31]=4[F:38])=[C:23]([CH2:25][C:26]([CH3:29])([CH3:28])[CH3:27])[CH:24]=3)[CH:12]=2)[CH2:5][C:6]([O:8]CC)=[O:7])[CH2:3][CH2:2]1.[OH-].[Na+], predict the reaction product. The product is: [CH:1]1([CH:4]([C:11]2[CH:16]=[CH:15][N:14]=[C:13]([O:17][CH2:18][C:19]3[CH:20]=[N:21][C:22]([C:30]4[CH:35]=[C:34]([O:36][CH3:37])[CH:33]=[CH:32][C:31]=4[F:38])=[C:23]([CH2:25][C:26]([CH3:29])([CH3:27])[CH3:28])[CH:24]=3)[CH:12]=2)[CH2:5][C:6]([OH:8])=[O:7])[CH2:2][CH2:3]1. (3) Given the reactants [CH2:1]([O:8][C:9](=[O:33])[C:10]1[CH:15]=[C:14](Br)[C:13]([O:17][CH2:18][C:19]2[CH:24]=[CH:23][CH:22]=[CH:21][CH:20]=2)=[CH:12][C:11]=1[O:25][CH2:26][C:27]1[CH:32]=[CH:31][CH:30]=[CH:29][CH:28]=1)[C:2]1[CH:7]=[CH:6][CH:5]=[CH:4][CH:3]=1.C(=O)([O-])[O-].[Cs+].[Cs+].O.[CH2:41]1[CH2:45]OC[CH2:42]1, predict the reaction product. The product is: [CH2:1]([O:8][C:9](=[O:33])[C:10]1[CH:15]=[C:14]([C:41]([CH3:45])=[CH2:42])[C:13]([O:17][CH2:18][C:19]2[CH:24]=[CH:23][CH:22]=[CH:21][CH:20]=2)=[CH:12][C:11]=1[O:25][CH2:26][C:27]1[CH:32]=[CH:31][CH:30]=[CH:29][CH:28]=1)[C:2]1[CH:7]=[CH:6][CH:5]=[CH:4][CH:3]=1. (4) Given the reactants [N+:1]([C:4]1[CH:13]=[CH:12][CH:11]=[C:10]2[C:5]=1[CH:6]=[CH:7]O[C:9]2=[O:14])([O-])=O.[NH2:15][C@@H:16]([C:20]([NH2:22])=[O:21])[CH:17]([CH3:19])[CH3:18].Cl.CO.C(N(CC)CC)C, predict the reaction product. The product is: [NH2:1][C:4]1[CH:13]=[CH:12][CH:11]=[C:10]2[C:5]=1[CH:6]=[CH:7][N:15]([C@H:16]([CH:17]([CH3:19])[CH3:18])[C:20]([NH2:22])=[O:21])[C:9]2=[O:14]. (5) The product is: [CH2:1]([N:5]1[C:9]([CH2:10][N:11]([CH2:22][C:23]2[CH:32]=[CH:31][C:26]3[O:27][CH2:28][CH2:29][O:30][C:25]=3[CH:24]=2)[CH2:12][C:13]2[CH:18]=[CH:17][CH:16]=[C:15]([O:19][CH2:20][CH3:21])[CH:14]=2)=[C:8]([C:33]2[CH:38]=[CH:37][CH:36]=[CH:35][CH:34]=2)[N:7]=[C:6]1[CH2:39][CH3:40])[CH2:2][CH2:3][CH3:4]. Given the reactants [CH2:1]([N:5]1[C:9]([CH2:10][N:11]([CH2:22][C:23]2[CH:32]=[CH:31][C:26]3[O:27][CH2:28][CH2:29][O:30][C:25]=3[CH:24]=2)[CH2:12][C:13]2[CH:18]=[CH:17][CH:16]=[C:15]([O:19][CH2:20][CH3:21])[CH:14]=2)=[C:8]([C:33]2[CH:38]=[CH:37][CH:36]=[CH:35][CH:34]=2)[N:7]=[C:6]1[CH:39]=[CH2:40])[CH2:2][CH2:3][CH3:4], predict the reaction product. (6) Given the reactants [CH3:1][C:2]1[C:3]([C:22]2[CH:27]=[CH:26][CH:25]=[CH:24][CH:23]=2)=[C:4]([O:14][C:15]2[CH:20]=[CH:19][C:18]([OH:21])=[CH:17][CH:16]=2)[C:5]2[C:10]([CH:11]=1)=[CH:9][C:8]([O:12][CH3:13])=[CH:7][CH:6]=2.C([O-])([O-])=O.[K+].[K+].[CH2:34]([O:36][C:37](=[O:40])[CH2:38]Br)[CH3:35], predict the reaction product. The product is: [CH3:1][C:2]1[C:3]([C:22]2[CH:27]=[CH:26][CH:25]=[CH:24][CH:23]=2)=[C:4]([O:14][C:15]2[CH:20]=[CH:19][C:18]([O:21][CH2:38][C:37]([O:36][CH2:34][CH3:35])=[O:40])=[CH:17][CH:16]=2)[C:5]2[C:10]([CH:11]=1)=[CH:9][C:8]([O:12][CH3:13])=[CH:7][CH:6]=2.